From a dataset of Forward reaction prediction with 1.9M reactions from USPTO patents (1976-2016). Predict the product of the given reaction. (1) Given the reactants C(OC([N:8]1[CH2:13][CH2:12][CH:11]([C:14]([C:16]2[O:17][CH:18]=[CH:19][N:20]=2)=[O:15])[CH2:10][CH2:9]1)=O)(C)(C)C.[ClH:21], predict the reaction product. The product is: [ClH:21].[O:17]1[CH:18]=[CH:19][N:20]=[C:16]1[C:14]([CH:11]1[CH2:12][CH2:13][NH:8][CH2:9][CH2:10]1)=[O:15]. (2) The product is: [Cl:28][C:22]1[CH:21]=[C:20]([C:17]2[CH:18]=[CH:19][N:15]([CH2:14][C@@H:13]([NH:12][C:9]([C:7]3[N:8]=[C:4]([CH2:3][C:1]#[N:2])[S:5][CH:6]=3)=[O:11])[CH3:29])[N:16]=2)[CH:27]=[CH:26][C:23]=1[C:24]#[N:25]. Given the reactants [C:1]([CH2:3][C:4]1[S:5][CH:6]=[C:7]([C:9]([OH:11])=O)[N:8]=1)#[N:2].[NH2:12][C@@H:13]([CH3:29])[CH2:14][N:15]1[CH:19]=[CH:18][C:17]([C:20]2[CH:27]=[CH:26][C:23]([C:24]#[N:25])=[C:22]([Cl:28])[CH:21]=2)=[N:16]1, predict the reaction product. (3) Given the reactants [C:1]1([C:7]2[N:11]=[C:10]([N:12]3[CH2:17][CH2:16][NH:15][CH2:14][CH2:13]3)[S:9][N:8]=2)[CH:6]=[CH:5][CH:4]=[CH:3][CH:2]=1.C(N(CC)CC)C.[Cl:25][C:26]1[CH:31]=[CH:30][C:29]([N:32]=[C:33]=[O:34])=[CH:28][CH:27]=1, predict the reaction product. The product is: [Cl:25][C:26]1[CH:31]=[CH:30][C:29]([NH:32][C:33]([N:15]2[CH2:16][CH2:17][N:12]([C:10]3[S:9][N:8]=[C:7]([C:1]4[CH:2]=[CH:3][CH:4]=[CH:5][CH:6]=4)[N:11]=3)[CH2:13][CH2:14]2)=[O:34])=[CH:28][CH:27]=1. (4) Given the reactants [C:1]1(=[O:11])[NH:5][C:4](=[O:6])[C:3]2=[CH:7][CH:8]=[CH:9][CH:10]=[C:2]12.[K].Br[CH2:14][C:15]1[N:16]=[CH:17][S:18][C:19]=1[C:20]1[CH:25]=[CH:24][CH:23]=[CH:22][CH:21]=1, predict the reaction product. The product is: [C:20]1([C:19]2[S:18][CH:17]=[N:16][C:15]=2[CH2:14][N:5]2[C:1](=[O:11])[C:2]3[C:3](=[CH:7][CH:8]=[CH:9][CH:10]=3)[C:4]2=[O:6])[CH:21]=[CH:22][CH:23]=[CH:24][CH:25]=1. (5) The product is: [CH3:1][C:2]1[CH:3]=[C:4]([O:17][CH2:25][C:26]2[N:27]=[C:28]([CH:31]=[CH:32][C:33]3[CH:38]=[CH:37][C:36]([S:39][C:40]([F:43])([F:41])[F:42])=[CH:35][CH:34]=3)[O:29][CH:30]=2)[CH:5]=[CH:6][C:7]=1[CH2:8][O:9][CH2:10][CH2:11][N:12]1[CH:16]=[CH:15][N:14]=[N:13]1. Given the reactants [CH3:1][C:2]1[CH:3]=[C:4]([OH:17])[CH:5]=[CH:6][C:7]=1[CH2:8][O:9][CH2:10][CH2:11][N:12]1[CH:16]=[CH:15][N:14]=[N:13]1.C(=O)([O-])[O-].[Cs+].[Cs+].Cl[CH2:25][C:26]1[N:27]=[C:28]([CH:31]=[CH:32][C:33]2[CH:38]=[CH:37][C:36]([S:39][C:40]([F:43])([F:42])[F:41])=[CH:35][CH:34]=2)[O:29][CH:30]=1.[I-].[K+], predict the reaction product. (6) Given the reactants [F:1]/[C:2](=[C:8](/[C:10]1[CH:19]=[C:18]2[C:13]([C:14]([CH3:24])([CH3:23])[CH2:15][CH:16]=[C:17]2[CH:20]([CH3:22])[CH3:21])=[CH:12][C:11]=1[O:25][CH2:26][CH:27]1[CH2:29][CH2:28]1)\[CH3:9])/[C:3](OCC)=[O:4].[H-].C([Al+]CC(C)C)C(C)C, predict the reaction product. The product is: [F:1]/[C:2](=[C:8](/[C:10]1[CH:19]=[C:18]2[C:13]([C:14]([CH3:24])([CH3:23])[CH2:15][CH:16]=[C:17]2[CH:20]([CH3:22])[CH3:21])=[CH:12][C:11]=1[O:25][CH2:26][CH:27]1[CH2:29][CH2:28]1)\[CH3:9])/[CH2:3][OH:4]. (7) Given the reactants [CH2:1]([C:5]1[S:9][C:8]([S:10]([NH:13][C:14]([CH3:17])([CH3:16])[CH3:15])(=[O:12])=[O:11])=[C:7](B(O)O)[CH:6]=1)[CH:2]([CH3:4])[CH3:3].Br[C:22]1[CH:33]=[CH:32][C:25]([CH2:26][N:27]2[CH:31]=[N:30][CH:29]=[N:28]2)=[CH:24][CH:23]=1.[OH-].[Na+], predict the reaction product. The product is: [N:27]1([CH2:26][C:25]2[CH:24]=[CH:23][C:22]([C:7]3[CH:6]=[C:5]([CH2:1][CH:2]([CH3:4])[CH3:3])[S:9][C:8]=3[S:10]([NH:13][C:14]([CH3:17])([CH3:16])[CH3:15])(=[O:12])=[O:11])=[CH:33][CH:32]=2)[CH:31]=[N:30][CH:29]=[N:28]1.